From a dataset of Catalyst prediction with 721,799 reactions and 888 catalyst types from USPTO. Predict which catalyst facilitates the given reaction. (1) Reactant: C1([C@H]([NH:9][C@@H:10]2[CH2:15][CH2:14][N:13]([C:16]([O:18][C:19]([CH3:22])([CH3:21])[CH3:20])=[O:17])[CH2:12][C@H:11]2[C:23]([O:25][CH2:26][CH3:27])=[O:24])C)C=CC=CC=1.C([O-])=O.[NH4+]. Product: [NH2:9][C@@H:10]1[CH2:15][CH2:14][N:13]([C:16]([O:18][C:19]([CH3:20])([CH3:21])[CH3:22])=[O:17])[CH2:12][C@H:11]1[C:23]([O:25][CH2:26][CH3:27])=[O:24]. The catalyst class is: 19. (2) Reactant: O[C:2]1[CH:7]=[CH:6][C:5]([CH:8]=[CH:9][C:10](=[O:12])[CH3:11])=[CH:4][C:3]=1[O:13][CH3:14].N1C=CN=C1.[Si:20](Cl)([C:23]([CH3:26])([CH3:25])[CH3:24])([CH3:22])[CH3:21].CN(C)[CH:30]=[O:31]. Product: [C:23]([Si:20]([CH3:22])([CH3:21])[O:31][CH2:30][C:2]1[CH:7]=[CH:6][C:5]([CH:8]=[CH:9][C:10](=[O:12])[CH3:11])=[CH:4][C:3]=1[O:13][CH3:14])([CH3:26])([CH3:25])[CH3:24]. The catalyst class is: 13. (3) Reactant: [Cl:1][C:2]1[CH:3]=[C:4]2[C:12](=[C:13]([N+:17]([O-])=O)[C:14]=1[O:15][CH3:16])[NH:11][C:10]1[CH:9]=[N:8][CH:7]=[CH:6][C:5]2=1.[H][H].C([O-])(O)=O.[Na+]. Product: [Cl:1][C:2]1[CH:3]=[C:4]2[C:12](=[C:13]([NH2:17])[C:14]=1[O:15][CH3:16])[NH:11][C:10]1[CH:9]=[N:8][CH:7]=[CH:6][C:5]2=1. The catalyst class is: 19. (4) Reactant: [F:1][C:2]1[CH:3]=[N:4][C:5]2[C:10]([C:11]=1[CH2:12][CH2:13][CH2:14][C:15]1([C:21]([O:23][CH2:24][CH3:25])=[O:22])[CH2:20][CH2:19][NH:18][CH2:17][CH2:16]1)=[CH:9][C:8]([O:26][CH3:27])=[CH:7][CH:6]=2.Br[CH2:29][CH2:30][O:31][C:32]1[CH:37]=[CH:36][CH:35]=[C:34]([F:38])[C:33]=1[F:39].[I-].[K+].C(=O)([O-])[O-].[K+].[K+]. Product: [F:39][C:33]1[C:34]([F:38])=[CH:35][CH:36]=[CH:37][C:32]=1[O:31][CH2:30][CH2:29][N:18]1[CH2:19][CH2:20][C:15]([CH2:14][CH2:13][CH2:12][C:11]2[C:10]3[C:5](=[CH:6][CH:7]=[C:8]([O:26][CH3:27])[CH:9]=3)[N:4]=[CH:3][C:2]=2[F:1])([C:21]([O:23][CH2:24][CH3:25])=[O:22])[CH2:16][CH2:17]1. The catalyst class is: 10. (5) Reactant: [CH3:1][N:2]1[CH2:7][CH2:6][N:5]([S:8]([CH2:11][C@H:12]([CH3:23])[C:13]([O:15]CC2C=CC=CC=2)=[O:14])(=[O:10])=[O:9])[CH2:4][CH2:3]1. Product: [CH3:1][N:2]1[CH2:3][CH2:4][N:5]([S:8]([CH2:11][C@H:12]([CH3:23])[C:13]([OH:15])=[O:14])(=[O:10])=[O:9])[CH2:6][CH2:7]1. The catalyst class is: 19. (6) Reactant: C[O:2][C:3](=[O:39])[C:4]1[CH:9]=[CH:8][CH:7]=[C:6]([O:10][C:11]2[CH:20]=[CH:19][C:18]3[CH2:17][CH2:16][C@H:15]([N:21]([CH2:29][C@@H:30]([C:32]4[CH:37]=[CH:36][CH:35]=[C:34]([Cl:38])[CH:33]=4)[OH:31])C(OC(C)(C)C)=O)[CH2:14][C:13]=3[CH:12]=2)[CH:5]=1.[OH-].[Na+]. Product: [ClH:38].[Cl:38][C:34]1[CH:33]=[C:32]([C@@H:30]([OH:31])[CH2:29][NH:21][C@@H:15]2[CH2:14][C:13]3[CH:12]=[C:11]([O:10][C:6]4[CH:5]=[C:4]([CH:9]=[CH:8][CH:7]=4)[C:3]([OH:39])=[O:2])[CH:20]=[CH:19][C:18]=3[CH2:17][CH2:16]2)[CH:37]=[CH:36][CH:35]=1. The catalyst class is: 5.